Dataset: Forward reaction prediction with 1.9M reactions from USPTO patents (1976-2016). Task: Predict the product of the given reaction. (1) Given the reactants Br[C:2]1[CH:11]=[CH:10][C:5]([C:6]([O:8][CH3:9])=[O:7])=[C:4]([CH2:12][N:13]2[C:17](=[O:18])[N:16]([CH2:19][CH:20]([OH:25])[C:21]([F:24])([F:23])[F:22])[C:15]([C:26]3[CH:31]=[CH:30][C:29]([Cl:32])=[CH:28][CH:27]=3)=[N:14]2)[CH:3]=1.[Cl:33][C:34]1[CH:39]=[CH:38][CH:37]=[CH:36][C:35]=1B(O)O, predict the reaction product. The product is: [Cl:33][C:34]1[CH:39]=[CH:38][CH:37]=[CH:36][C:35]=1[C:2]1[CH:11]=[CH:10][C:5]([C:6]([O:8][CH3:9])=[O:7])=[C:4]([CH2:12][N:13]2[C:17](=[O:18])[N:16]([CH2:19][CH:20]([OH:25])[C:21]([F:23])([F:22])[F:24])[C:15]([C:26]3[CH:27]=[CH:28][C:29]([Cl:32])=[CH:30][CH:31]=3)=[N:14]2)[CH:3]=1. (2) Given the reactants [N+:1]([C:4]1[CH:26]=[CH:25][C:7]([CH2:8][O:9][C:10]([CH:12]2[N:16]3[C:17](=[O:21])[C:18](Br)([Br:19])[C@H:15]3[S:14](=[O:22])[C:13]2([CH3:24])[CH3:23])=[O:11])=[CH:6][CH:5]=1)([O-:3])=[O:2].C1(C(OC(C2N3C(=O)C(Br)(Br)[C@H]3S(=O)C2(C)C)=O)C2C=CC=CC=2)C=CC=CC=1.[Cl-].[NH4+].[Bi](Cl)(Cl)Cl.[Al], predict the reaction product. The product is: [N+:1]([C:4]1[CH:5]=[CH:6][C:7]([CH2:8][O:9][C:10]([CH:12]2[N:16]3[C:17](=[O:21])[CH:18]([Br:19])[C@H:15]3[S:14](=[O:22])[C:13]2([CH3:23])[CH3:24])=[O:11])=[CH:25][CH:26]=1)([O-:3])=[O:2]. (3) Given the reactants Cl[Si](Cl)(C)C.[CH2:6]([O:8][C:9](=[O:23])[CH2:10][O:11][C:12]1[CH:17]=[CH:16][C:15]([S:18](Cl)(=O)=O)=[CH:14][C:13]=1[CH3:22])[CH3:7].CN1CCN(C)C1=O.O, predict the reaction product. The product is: [CH2:6]([O:8][C:9](=[O:23])[CH2:10][O:11][C:12]1[CH:17]=[CH:16][C:15]([SH:18])=[CH:14][C:13]=1[CH3:22])[CH3:7]. (4) Given the reactants [C:1](=[S:9])([NH2:8])[C:2]1[CH:7]=[CH:6][CH:5]=[CH:4][CH:3]=1.[Cl:10][CH2:11][C:12](=O)[CH2:13]Cl, predict the reaction product. The product is: [Cl:10][CH2:11][C:12]1[N:8]=[C:1]([C:2]2[CH:7]=[CH:6][CH:5]=[CH:4][CH:3]=2)[S:9][CH:13]=1. (5) Given the reactants C[O-].[Na+].Cl.[NH2:5][C:6]([NH2:8])=[NH:7].Cl[C:10]([C:12]1[C:16]([CH:17]2[CH2:19][CH2:18]2)=[CH:15][N:14]([C:20]2[C:29]3[C:24](=[CH:25][CH:26]=[CH:27][CH:28]=3)[N:23]=[CH:22][CH:21]=2)[CH:13]=1)=[O:11], predict the reaction product. The product is: [CH:17]1([C:16]2[C:12]([C:10]([NH:7][C:6]([NH2:8])=[NH:5])=[O:11])=[CH:13][N:14]([C:20]3[C:29]4[C:24](=[CH:25][CH:26]=[CH:27][CH:28]=4)[N:23]=[CH:22][CH:21]=3)[CH:15]=2)[CH2:19][CH2:18]1.